Task: Predict the product of the given reaction.. Dataset: Forward reaction prediction with 1.9M reactions from USPTO patents (1976-2016) Given the reactants [NH2:1][C:2]1[C:7]([C:8]#[N:9])=[CH:6][N:5]=[C:4](Cl)[N:3]=1.[C:11]([O:15][C:16]([N:18]1[CH2:22][CH2:21][CH:20]([NH2:23])[CH2:19]1)=[O:17])([CH3:14])([CH3:13])[CH3:12].CCN(C(C)C)C(C)C, predict the reaction product. The product is: [NH2:1][C:2]1[C:7]([C:8]#[N:9])=[CH:6][N:5]=[C:4]([NH:23][CH:20]2[CH2:21][CH2:22][N:18]([C:16]([O:15][C:11]([CH3:14])([CH3:13])[CH3:12])=[O:17])[CH2:19]2)[N:3]=1.